The task is: Binary Classification. Given a miRNA mature sequence and a target amino acid sequence, predict their likelihood of interaction.. This data is from Experimentally validated miRNA-target interactions with 360,000+ pairs, plus equal number of negative samples. (1) The miRNA is cel-miR-798 with sequence UAAGCCUUACAUAUUGACUGA. The protein sequence of the target gene is MSHVVVKNDPELDQQLANLDLNSEKQSGGASTASKGRYIPPHLRNREASKGFHDKDSSGWSCSKDKDAYSSFGSRDSRGKPGYFSERGSGSRGRFDDRGRSDYDGIGNRERPGFGRFERSGHSRWCDKSVEDDWSKPLPPSERLEQELFSGGNTGINFEKYDDIPVEATGSNCPPHIENFSDIDMGEIIMGNIELTRYTRPTPVQKHAIPIIKGKRDLMACAQTGSGKTAAFLLPILSQIYTDGPGEALKAVKENGRYGRRKQYPISLVLAPTRELAVQIYEEARKFSYRSRVRPCVVYG.... Result: 0 (no interaction). (2) The protein sequence of the target gene is MGMKHSSRCLLLRRKMAENAVESTEVSSAPPQPPQPVIPAKPVQCVHHVSTQPSCPGRGKMSKLLNPEEMTSRDYYFDSYAHFGIHEEMLKDEVRTLTYRNSMYHNKHVFKDKVVLDVGSGTGILSMFAAKAGAKKVFGIECSSISDYSEKIIKANHLDNVITIFKGKVEEVELPVEKVDIIISEWMGYCLFYESMLNTVIFARDKWLKPGGLMFPDRAALYVVAIEDRQYKDFKIHWWENVYGFDMTCIRDVAMKEPLVDIVDPKQVVTNACLIKEVDIYTVKTEELSFTSAFCLQIQR.... Result: 0 (no interaction). The miRNA is mmu-miR-126a-5p with sequence CAUUAUUACUUUUGGUACGCG. (3) The miRNA is rno-miR-383-5p with sequence CAGAUCAGAAGGUGACUGUGG. The protein sequence of the target gene is MGRLTEAAAAGSGSRAAGWAGSPPTLLPLSPTSPRCAATMASSDEDGTNGGASEAGEDREAPGERRRLGVLATAWLTFYDIAMTAGWLVLAIAMVRFYMEKGTHRGLYKSIQKTLKFFQTFALLEIVHCLIGIVPTSVIVTGVQVSSRIFMVWLITHSIKPIQNEESVVLFLVAWTVTEITRYSFYTFSLLDHLPYFIKWARYNFFIILYPVGVAGELLTIYAALPHVKKTGMFSIRLPNKYNVSFDYYYFLLITMASYIPLFPQLYFHMLRQRRKVLHGEVIVEKDD. Result: 0 (no interaction).